From a dataset of Reaction yield outcomes from USPTO patents with 853,638 reactions. Predict the reaction yield, written as a fraction of the theoretical maximum amount of product (1.0 means a 100% yield; for example, 0.34 means a 34% yield). (1) The reactants are [F:1][C:2]1[C:3]([NH:12][C:13]2[CH:18]=[CH:17][C:16]([I:19])=[CH:15][C:14]=2[F:20])=[C:4]([CH:8]=[CH:9][C:10]=1[F:11])[C:5]([OH:7])=O.Cl.CN(C)CCCN=C=NCC.Cl.[OH:34][CH:35]([C:37]1([OH:41])[CH2:40][NH:39][CH2:38]1)[CH3:36].C(OCC)(=O)C. The catalyst is CN(C)C1C=CN=CC=1.CN(C=O)C. The product is [F:1][C:2]1[C:3]([NH:12][C:13]2[CH:18]=[CH:17][C:16]([I:19])=[CH:15][C:14]=2[F:20])=[C:4]([C:5]([N:39]2[CH2:40][C:37]([CH:35]([OH:34])[CH3:36])([OH:41])[CH2:38]2)=[O:7])[CH:8]=[CH:9][C:10]=1[F:11]. The yield is 0.650. (2) The reactants are [NH:1]([C:3]([S:5][CH3:6])=[NH:4])[NH2:2].[F:7][C:8]1[CH:9]=[C:10]([C:15](=O)[CH:16]=O)[CH:11]=[C:12]([F:14])[CH:13]=1. No catalyst specified. The product is [CH3:6][S:5][C:3]1[N:1]=[N:2][CH:16]=[C:15]([C:10]2[CH:9]=[C:8]([F:7])[CH:13]=[C:12]([F:14])[CH:11]=2)[N:4]=1. The yield is 0.800. (3) The reactants are [CH:1]([N:4]1[C:8]([C:9]2[CH:10]=[C:11]([NH2:17])[CH:12]=[CH:13][C:14]=2[O:15][CH3:16])=[CH:7][CH:6]=[N:5]1)([CH3:3])[CH3:2].[F:18][C:19]1[CH:24]=[CH:23][C:22]([N:25]=[C:26]=[O:27])=[CH:21][CH:20]=1. The catalyst is C(Cl)Cl. The product is [F:18][C:19]1[CH:24]=[CH:23][C:22]([NH:25][C:26]([NH:17][C:11]2[CH:12]=[CH:13][C:14]([O:15][CH3:16])=[C:9]([C:8]3[N:4]([CH:1]([CH3:3])[CH3:2])[N:5]=[CH:6][CH:7]=3)[CH:10]=2)=[O:27])=[CH:21][CH:20]=1. The yield is 0.300. (4) The reactants are ClC1C2C(=CC(OC)=C(OC)C=2)N=CN=1.[CH3:16][O:17][C:18]1[CH:19]=[C:20]2[C:25](=[CH:26][C:27]=1[O:28][CH3:29])[N:24]=[CH:23][N:22]=[C:21]2[O:30][C:31]1[CH:36]=[CH:35][C:34]([NH2:37])=[CH:33][CH:32]=1.NC1C=CC(O)=CC=1.CC(=O)CC.[OH-].[Na+]. The catalyst is CCCC[N+](CCCC)(CCCC)CCCC.[Br-].C(Cl)Cl. The product is [CH3:16][O:17][C:18]1[CH:19]=[C:20]2[C:25](=[CH:26][C:27]=1[O:28][CH3:29])[N:24]=[CH:23][N:22]=[C:21]2[O:30][C:31]1[CH:36]=[CH:35][C:34]([NH2:37])=[CH:33][CH:32]=1. The yield is 0.780. (5) The reactants are C1C=CC(C2C=CC=CC=2)=CC=1.C1C=CC(OC2C=CC=CC=2)=CC=1.[Cl:26][C:27]1[CH:32]=[CH:31][C:30]([NH:33][CH:34]=[C:35]([C:41]([O:43]CC)=O)[C:36]([O:38][CH2:39][CH3:40])=[O:37])=[CH:29][C:28]=1[O:46][CH2:47][CH2:48][O:49][CH3:50]. No catalyst specified. The product is [Cl:26][C:27]1[CH:32]=[C:31]2[C:30](=[CH:29][C:28]=1[O:46][CH2:47][CH2:48][O:49][CH3:50])[N:33]=[CH:34][C:35]([C:36]([O:38][CH2:39][CH3:40])=[O:37])=[C:41]2[OH:43]. The yield is 0.940. (6) The reactants are Cl.[NH2:2][CH2:3][C:4]1[CH:9]=[CH:8][C:7]([B:10]([OH:12])[OH:11])=[CH:6][CH:5]=1.C(N(CC)CC)C.[CH:20]1([C:25](Cl)=[O:26])[CH2:24][CH2:23][CH2:22][CH2:21]1. The catalyst is C(Cl)Cl. The product is [CH:20]1([C:25]([NH:2][CH2:3][C:4]2[CH:5]=[CH:6][C:7]([B:10]([OH:12])[OH:11])=[CH:8][CH:9]=2)=[O:26])[CH2:24][CH2:23][CH2:22][CH2:21]1. The yield is 0.830. (7) The reactants are [OH:1][CH2:2][CH2:3][O:4][C:5]1[CH:10]=[CH:9][C:8]([CH2:11][CH2:12][CH2:13][CH2:14][N:15]2C(=O)C3=CC=CC=C3C2=O)=[CH:7][CH:6]=1. The catalyst is CN.CO. The product is [OH:1][CH2:2][CH2:3][O:4][C:5]1[CH:10]=[CH:9][C:8]([CH2:11][CH2:12][CH2:13][CH2:14][NH2:15])=[CH:7][CH:6]=1. The yield is 0.350.